From a dataset of Full USPTO retrosynthesis dataset with 1.9M reactions from patents (1976-2016). Predict the reactants needed to synthesize the given product. (1) Given the product [F:1][C:2]1[C:3]([OH:35])=[C:4]([C:8]2[N:13]([CH2:14][CH2:15][C:16]3[CH:17]=[CH:18][CH:19]=[CH:20][CH:21]=3)[C:12](=[O:22])[C:11]([C:23]3[S:24][C:25]([C:28]4[N:29]=[C:30]([CH3:33])[S:31][CH:32]=4)=[CH:26][CH:27]=3)=[C:10]([CH3:34])[N:9]=2)[CH:5]=[CH:6][CH:7]=1, predict the reactants needed to synthesize it. The reactants are: [F:1][C:2]1[C:3]([O:35]CC2C=CC=CC=2)=[C:4]([C:8]2[N:13]([CH2:14][CH2:15][C:16]3[CH:21]=[CH:20][CH:19]=[CH:18][CH:17]=3)[C:12](=[O:22])[C:11]([C:23]3[S:24][C:25]([C:28]4[N:29]=[C:30]([CH3:33])[S:31][CH:32]=4)=[CH:26][CH:27]=3)=[C:10]([CH3:34])[N:9]=2)[CH:5]=[CH:6][CH:7]=1. (2) Given the product [Cl:51][C:52]1[CH:57]=[CH:56][C:55]([S:58][CH:9]([C:3]2[CH:4]=[C:5]([F:8])[CH:6]=[CH:7][C:2]=2[F:1])[C:10]([CH3:16])([CH3:15])[C:11]([O:13][CH3:14])=[O:12])=[CH:54][CH:53]=1, predict the reactants needed to synthesize it. The reactants are: [F:1][C:2]1[CH:7]=[CH:6][C:5]([F:8])=[CH:4][C:3]=1[CH:9](O)[C:10]([CH3:16])([CH3:15])[C:11]([O:13][CH3:14])=[O:12].C1(P(C2C=CC=CC=2)C2C=CC=CC=2)C=CC=CC=1.N(C(OC(C)C)=O)=NC(OC(C)C)=O.[Cl:51][C:52]1[CH:57]=[CH:56][C:55]([SH:58])=[CH:54][CH:53]=1. (3) Given the product [CH2:15]([C:17]1[CH:25]=[C:24]2[C:20]([CH:21]=[C:22]([C:26]([NH:1][C@@H:2]3[CH2:7][CH2:6][CH2:5][NH:4][CH2:3]3)=[O:27])[NH:23]2)=[CH:19][CH:18]=1)[CH3:16], predict the reactants needed to synthesize it. The reactants are: [NH2:1][C@@H:2]1[CH2:7][CH2:6][CH2:5][N:4](C(OC(C)(C)C)=O)[CH2:3]1.[CH2:15]([C:17]1[CH:25]=[C:24]2[C:20]([CH:21]=[C:22]([C:26](O)=[O:27])[NH:23]2)=[CH:19][CH:18]=1)[CH3:16].N. (4) Given the product [O:23]([C:8]1[CH:9]=[CH:10][C:11]([CH2:14][CH2:15][C:16]([O:18][CH2:19][CH3:20])=[O:17])=[CH:12][CH:13]=1)[C:22]1[CH:10]=[CH:9][CH:8]=[CH:13][CH:21]=1, predict the reactants needed to synthesize it. The reactants are: C([C:8]1[CH:13]=[CH:12][C:11](/[CH:14]=[CH:15]/[C:16]([O:18][CH2:19][CH3:20])=[O:17])=[CH:10][CH:9]=1)C1C=CC=CC=1.[CH3:21][CH2:22][OH:23]. (5) Given the product [CH3:18][O:7][C:6](=[O:8])[C:5]1[CH:9]=[CH:10][C:2]([F:1])=[C:3]([N+:11]([O-:13])=[O:12])[CH:4]=1, predict the reactants needed to synthesize it. The reactants are: [F:1][C:2]1[CH:10]=[CH:9][C:5]([C:6]([OH:8])=[O:7])=[CH:4][C:3]=1[N+:11]([O-:13])=[O:12].S(Cl)(Cl)=O.[CH3:18]O. (6) Given the product [CH2:41]([N:29]1[CH:30]=[C:31]([C:33]2[CH:38]=[CH:37][C:36]([Cl:39])=[CH:35][C:34]=2[Cl:40])[N:32]=[C:28]1[C@@H:18]([NH:19][C:20](=[O:27])[CH2:21][CH2:22][CH2:23][C:24](=[O:25])[NH:53][CH2:52][C:51]1[CH:54]=[CH:55][C:48]([O:47][CH3:46])=[CH:49][CH:50]=1)[CH2:17][C:14]1[CH:15]=[CH:16][C:11]([O:10][C:7]2[CH:8]=[CH:9][C:4]([C:3]([OH:45])=[O:2])=[CH:5][CH:6]=2)=[CH:12][CH:13]=1)[CH2:42][CH2:43][CH3:44], predict the reactants needed to synthesize it. The reactants are: C[O:2][C:3](=[O:45])[C:4]1[CH:9]=[CH:8][C:7]([O:10][C:11]2[CH:16]=[CH:15][C:14]([CH2:17][C@@H:18]([C:28]3[N:29]([CH2:41][CH2:42][CH2:43][CH3:44])[CH:30]=[C:31]([C:33]4[CH:38]=[CH:37][C:36]([Cl:39])=[CH:35][C:34]=4[Cl:40])[N:32]=3)[NH:19][C:20](=[O:27])[CH2:21][CH2:22][CH2:23][C:24](O)=[O:25])=[CH:13][CH:12]=2)=[CH:6][CH:5]=1.[CH3:46][O:47][C:48]1[CH:55]=[CH:54][C:51]([CH2:52][NH2:53])=[CH:50][CH:49]=1. (7) Given the product [CH3:1][O:2][C:3]1[CH:4]=[CH:5][C:6]2[C:11](=[O:12])[N:10]([C:13]3[CH:14]=[CH:15][C:16]([O:19][CH2:20][C:21]([F:24])([F:23])[F:22])=[CH:17][CH:18]=3)[C:9]([S:25][CH3:27])=[N:8][C:7]=2[N:26]=1, predict the reactants needed to synthesize it. The reactants are: [CH3:1][O:2][C:3]1[CH:4]=[CH:5][C:6]2[C:11](=[O:12])[N:10]([C:13]3[CH:18]=[CH:17][C:16]([O:19][CH2:20][C:21]([F:24])([F:23])[F:22])=[CH:15][CH:14]=3)[C:9](=[S:25])[NH:8][C:7]=2[N:26]=1.[C:27](=O)([O-])O.[Na+].IC.CN(C)C=O. (8) Given the product [F:1][C:2]1[CH:7]=[CH:6][CH:5]=[CH:4][C:3]=1[N:8]1[C:19](=[O:20])[CH2:18][C:17]([C:12]2[CH:13]=[CH:14][CH:15]=[CH:16][C:11]=2[F:10])=[N:9]1, predict the reactants needed to synthesize it. The reactants are: [F:1][C:2]1[CH:7]=[CH:6][CH:5]=[CH:4][C:3]=1[NH:8][NH2:9].[F:10][C:11]1[CH:16]=[CH:15][CH:14]=[CH:13][C:12]=1[C:17](=O)[CH2:18][C:19](OCC)=[O:20]. (9) Given the product [CH2:45]([N:3]([CH2:1][CH3:2])[C:4]1[CH:9]=[CH:8][C:7]([NH:10][C:11]([C:12]2[CH:13]=[C:14]([CH:22]=[CH:23][CH:24]=2)[C:15]([N:17]([CH2:18][CH2:19][N:50]2[CH2:51][CH2:52][CH2:53][N:47]([C:54]([O:56][C:57]([CH3:60])([CH3:59])[CH3:58])=[O:55])[CH2:48][CH2:49]2)[CH3:21])=[O:16])=[O:25])=[C:6]([C:26]2[CH:31]=[C:30]([C:32](=[O:44])[NH:33][C@@H:34]3[C:43]4[C:38](=[CH:39][CH:40]=[CH:41][CH:42]=4)[CH2:37][CH2:36][CH2:35]3)[CH:29]=[CH:28][N:27]=2)[CH:5]=1)[CH3:46], predict the reactants needed to synthesize it. The reactants are: [CH2:1]([N:3]([CH2:45][CH3:46])[C:4]1[CH:9]=[CH:8][C:7]([NH:10][C:11](=[O:25])[C:12]2[CH:24]=[CH:23][CH:22]=[C:14]([C:15]([N:17]([CH3:21])[CH2:18][CH:19]=O)=[O:16])[CH:13]=2)=[C:6]([C:26]2[CH:31]=[C:30]([C:32](=[O:44])[NH:33][C@@H:34]3[C:43]4[C:38](=[CH:39][CH:40]=[CH:41][CH:42]=4)[CH2:37][CH2:36][CH2:35]3)[CH:29]=[CH:28][N:27]=2)[CH:5]=1)[CH3:2].[N:47]1([C:54]([O:56][C:57]([CH3:60])([CH3:59])[CH3:58])=[O:55])[CH2:53][CH2:52][CH2:51][NH:50][CH2:49][CH2:48]1.CC(O)=O.C([BH3-])#N.[Na+]. (10) Given the product [CH3:16][O:17][C:18]1[CH:19]=[C:20]([CH2:26][CH2:27][O:28][C:9]2[CH:14]=[C:13]([I:15])[CH:12]=[CH:11][N:10]=2)[CH:21]=[CH:22][C:23]=1[O:24][CH3:25], predict the reactants needed to synthesize it. The reactants are: [H-].[Na+].CN(C=O)C.F[C:9]1[CH:14]=[C:13]([I:15])[CH:12]=[CH:11][N:10]=1.[CH3:16][O:17][C:18]1[CH:19]=[C:20]([CH2:26][CH2:27][OH:28])[CH:21]=[CH:22][C:23]=1[O:24][CH3:25].